This data is from Catalyst prediction with 721,799 reactions and 888 catalyst types from USPTO. The task is: Predict which catalyst facilitates the given reaction. (1) Reactant: [CH3:1][O:2][C:3]1[CH:4]=[C:5]2[C:9](=[CH:10][CH:11]=1)[NH:8][C:7]([C:12]1[C:13]([CH3:19])=[N:14][N:15]([CH3:18])[C:16]=1[CH3:17])=[C:6]2[CH:20]=O.[CH3:22][NH:23][C:24]([NH:26][C:27]1[CH:28]=[CH:29][C:30]2[O:34][CH2:33][C:32](=[O:35])[C:31]=2[CH:36]=1)=[O:25].CCOC(C)=O. Product: [CH3:1][O:2][C:3]1[CH:4]=[C:5]2[C:9](=[CH:10][CH:11]=1)[NH:8][C:7]([C:12]1[C:13]([CH3:19])=[N:14][N:15]([CH3:18])[C:16]=1[CH3:17])=[C:6]2/[CH:20]=[C:33]1\[O:34][C:30]2[CH:29]=[CH:28][C:27]([NH:26][C:24]([NH:23][CH3:22])=[O:25])=[CH:36][C:31]=2[C:32]\1=[O:35]. The catalyst class is: 422. (2) Reactant: O.[C:2]1([CH3:19])[CH:7]=[CH:6][C:5]([S:8]([N:11]2[CH2:18][CH2:17][CH2:16][C@H:12]2[C:13]([OH:15])=O)(=[O:10])=[O:9])=[CH:4][CH:3]=1.Cl.C[O:22][C:23](=[O:41])[C@H:24]([CH2:26][CH2:27][CH2:28][CH2:29][NH:30][C:31]([O:33][CH2:34][C:35]1[CH:40]=[CH:39][CH:38]=[CH:37][CH:36]=1)=[O:32])[NH2:25].[Li+].[OH-]. Product: [C:2]1([CH3:19])[CH:3]=[CH:4][C:5]([S:8]([N:11]2[CH2:18][CH2:17][CH2:16][C@H:12]2[C:13]([NH:25][C@H:24]([C:23]([OH:41])=[O:22])[CH2:26][CH2:27][CH2:28][CH2:29][NH:30][C:31]([O:33][CH2:34][C:35]2[CH:40]=[CH:39][CH:38]=[CH:37][CH:36]=2)=[O:32])=[O:15])(=[O:9])=[O:10])=[CH:6][CH:7]=1. The catalyst class is: 20. (3) Reactant: [CH2:1]([O:3][C:4]([C:6]1[CH:14]2[C:9](N3CCOCC3)([C:10](=[O:15])[NH:11][CH2:12][CH2:13]2)[N:8]([C:22]2[CH:27]=[CH:26][C:25]([O:28][CH3:29])=[CH:24][CH:23]=2)[N:7]=1)=[O:5])[CH3:2].FC(F)(F)C(O)=O. Product: [CH2:1]([O:3][C:4]([C:6]1[C:14]2[CH2:13][CH2:12][NH:11][C:10](=[O:15])[C:9]=2[N:8]([C:22]2[CH:23]=[CH:24][C:25]([O:28][CH3:29])=[CH:26][CH:27]=2)[N:7]=1)=[O:5])[CH3:2]. The catalyst class is: 2. (4) Reactant: [NH2:1][C:2]1[CH:10]=[CH:9][CH:8]=[CH:7][C:3]=1[C:4](O)=[O:5].C1COCC1.[CH2:16]([NH:18][CH2:19]C)C. Product: [NH2:1][C:2]1[CH:10]=[CH:9][CH:8]=[CH:7][C:3]=1[C:4]([N:18]([CH3:19])[CH3:16])=[O:5]. The catalyst class is: 309. (5) Reactant: [F:1][C:2]([F:48])([F:47])[C:3]1[CH:4]=[C:5]([CH:40]=[C:41]([C:43]([F:46])([F:45])[F:44])[CH:42]=1)[CH2:6][N:7]([CH2:14][C:15]1[CH:20]=[C:19]([C:21]([F:24])([F:23])[F:22])[CH:18]=[CH:17][C:16]=1[C:25]1([O:38][CH3:39])[CH2:30][CH2:29][N:28](C(OC(C)(C)C)=O)[CH2:27][CH2:26]1)[C:8]1[N:9]=[N:10][N:11]([CH3:13])[N:12]=1.Cl. Product: [CH3:39][O:38][C:25]1([C:16]2[CH:17]=[CH:18][C:19]([C:21]([F:24])([F:22])[F:23])=[CH:20][C:15]=2[CH2:14][N:7]([CH2:6][C:5]2[CH:4]=[C:3]([C:2]([F:1])([F:48])[F:47])[CH:42]=[C:41]([C:43]([F:44])([F:45])[F:46])[CH:40]=2)[C:8]2[N:9]=[N:10][N:11]([CH3:13])[N:12]=2)[CH2:26][CH2:27][NH:28][CH2:29][CH2:30]1. The catalyst class is: 12. (6) Reactant: [C:1]([O:5][CH2:6][CH3:7])(=[O:4])[CH:2]=[CH2:3].[NH2:8][C@@H:9]([CH2:11][OH:12])[CH3:10].[C:13]([O:17][C:18](O[C:18]([O:17][C:13]([CH3:16])([CH3:15])[CH3:14])=[O:19])=[O:19])([CH3:16])([CH3:15])[CH3:14]. Product: [CH2:6]([O:5][C:1](=[O:4])[CH2:2][CH2:3][N:8]([C:18]([O:17][C:13]([CH3:16])([CH3:15])[CH3:14])=[O:19])[C@H:9]([CH3:10])[CH2:11][OH:12])[CH3:7]. The catalyst class is: 4. (7) Reactant: [CH3:1][S:2]([N:5]1[CH2:10][CH2:9][CH2:8][C@H:7]([NH:11][C:12]2[C:17]([C:18]3[N:19]=[C:20]4[CH:26]=[CH:25][N:24]([CH2:27][O:28][CH2:29][CH2:30][Si:31]([CH3:34])([CH3:33])[CH3:32])[C:21]4=[N:22][CH:23]=3)=[CH:16][N:15]=[C:14]([S:35]([CH3:38])(=[O:37])=[O:36])[N:13]=2)[CH2:6]1)(=[O:4])=[O:3].[I:39]N1C(=O)CCC1=O. Product: [I:39][C:26]1[C:20]2[C:21](=[N:22][CH:23]=[C:18]([C:17]3[C:12]([NH:11][C@H:7]4[CH2:8][CH2:9][CH2:10][N:5]([S:2]([CH3:1])(=[O:3])=[O:4])[CH2:6]4)=[N:13][C:14]([S:35]([CH3:38])(=[O:36])=[O:37])=[N:15][CH:16]=3)[N:19]=2)[N:24]([CH2:27][O:28][CH2:29][CH2:30][Si:31]([CH3:33])([CH3:34])[CH3:32])[CH:25]=1. The catalyst class is: 21.